This data is from Forward reaction prediction with 1.9M reactions from USPTO patents (1976-2016). The task is: Predict the product of the given reaction. (1) The product is: [Cl:1][C:2]1[C:3](=[O:28])[N:4]([CH2:18][C:19]2[CH:20]=[C:21]3[C:25](=[CH:26][CH:27]=2)[N:24]([C:33](=[O:32])[CH2:34][OH:35])[CH2:23][CH2:22]3)[CH:5]=[CH:6][C:7]=1[O:8][CH2:9][C:10]1[CH:15]=[CH:14][C:13]([F:16])=[CH:12][C:11]=1[F:17]. Given the reactants [Cl:1][C:2]1[C:3](=[O:28])[N:4]([CH2:18][C:19]2[CH:20]=[C:21]3[C:25](=[CH:26][CH:27]=2)[NH:24][CH2:23][CH2:22]3)[CH:5]=[CH:6][C:7]=1[O:8][CH2:9][C:10]1[CH:15]=[CH:14][C:13]([F:16])=[CH:12][C:11]=1[F:17].C([O:32][CH2:33][C:34](Cl)=[O:35])(=O)C.C(N(CC)CC)C.[OH-].[Na+], predict the reaction product. (2) Given the reactants [CH3:1][C:2]1[C:3]([N+:12]([O-:14])=[O:13])=[C:4]2[C:8](=[C:9]([CH3:11])[CH:10]=1)[NH:7][CH:6]=[CH:5]2.[H-].[Na+].[S:17](Cl)([C:20]1[CH:26]=[CH:25][C:23]([CH3:24])=[CH:22][CH:21]=1)(=[O:19])=[O:18], predict the reaction product. The product is: [CH3:1][C:2]1[C:3]([N+:12]([O-:14])=[O:13])=[C:4]2[C:8](=[C:9]([CH3:11])[CH:10]=1)[N:7]([S:17]([C:20]1[CH:26]=[CH:25][C:23]([CH3:24])=[CH:22][CH:21]=1)(=[O:19])=[O:18])[CH:6]=[CH:5]2.